Dataset: Catalyst prediction with 721,799 reactions and 888 catalyst types from USPTO. Task: Predict which catalyst facilitates the given reaction. (1) Reactant: [CH3:1][C:2]([O:5][C:6]([NH:8][C@@H:9]1[CH2:18][C:17]2[N:16]=[CH:15][C:14]([NH:19][C:20]3[C:25]([NH:26][CH2:27][C:28]([O:30][CH2:31][CH3:32])=[O:29])=[CH:24][CH:23]=[C:22]([O:33][CH3:34])[N:21]=3)=[CH:13][C:12]=2[CH2:11][C@H:10]1[OH:35])=[O:7])([CH3:4])[CH3:3].N1C=CN=C1.Cl[Si:42]([C:45]([CH3:48])([CH3:47])[CH3:46])([CH3:44])[CH3:43]. Product: [CH3:46][C:45]([Si:42]([CH3:44])([CH3:43])[O:35][C@H:10]1[C@H:9]([NH:8][C:6]([O:5][C:2]([CH3:3])([CH3:4])[CH3:1])=[O:7])[CH2:18][C:17]2[N:16]=[CH:15][C:14]([NH:19][C:20]3[C:25]([NH:26][CH2:27][C:28]([O:30][CH2:31][CH3:32])=[O:29])=[CH:24][CH:23]=[C:22]([O:33][CH3:34])[N:21]=3)=[CH:13][C:12]=2[CH2:11]1)([CH3:48])[CH3:47]. The catalyst class is: 3. (2) Reactant: C[Si]([N-][Si](C)(C)C)(C)C.[Na+].C1COCC1.[I:16][C:17]1[CH:21]=[CH:20][NH:19][N:18]=1.[F:22][CH:23]([F:26])[CH2:24]I. Product: [F:22][CH:23]([F:26])[CH2:24][N:19]1[CH:20]=[CH:21][C:17]([I:16])=[N:18]1. The catalyst class is: 3. (3) Reactant: [BH4-].[Na+].C[O:4][C:5]([CH:7]1[CH2:11][C:10](=[O:12])[N:9]([CH2:13][C:14]2[CH:19]=[CH:18][C:17]([O:20][CH3:21])=[CH:16][CH:15]=2)[CH2:8]1)=O.O. Product: [OH:4][CH2:5][CH:7]1[CH2:8][N:9]([CH2:13][C:14]2[CH:19]=[CH:18][C:17]([O:20][CH3:21])=[CH:16][CH:15]=2)[C:10](=[O:12])[CH2:11]1. The catalyst class is: 8. (4) Reactant: [C:1]([O:5][C:6]([N:8]1[CH2:12][C@H:11]([OH:13])[CH2:10][C@H:9]1[C:14]([OH:16])=O)=[O:7])([CH3:4])([CH3:3])[CH3:2].C1C=C[C:20]2N(O)N=[N:23][C:21]=2[CH:22]=1.C1CCC(N=C=NC2CCCCC2)CC1.C1(N)CC1.CCN(C(C)C)C(C)C. Product: [C:1]([O:5][C:6]([N:8]1[CH2:12][C@H:11]([OH:13])[CH2:10][C@H:9]1[C:14](=[O:16])[NH:23][CH:21]1[CH2:22][CH2:20]1)=[O:7])([CH3:2])([CH3:3])[CH3:4]. The catalyst class is: 2. (5) Reactant: [Cl:1][C:2]1[CH:19]=[CH:18][C:5]2[N:6]3[CH:17]=[CH:16][CH:15]=[C:7]3[C:8]3([CH2:14][CH2:13][NH:12][CH2:11][CH2:10]3)[O:9][C:4]=2[CH:3]=1.CCN(CC)CC.[F:27][C:28]([F:39])([F:38])[C:29](O[C:29](=[O:30])[C:28]([F:39])([F:38])[F:27])=[O:30]. Product: [Cl:1][C:2]1[CH:19]=[CH:18][C:5]2[N:6]3[CH:17]=[CH:16][CH:15]=[C:7]3[C:8]3([CH2:10][CH2:11][N:12]([C:29](=[O:30])[C:28]([F:39])([F:38])[F:27])[CH2:13][CH2:14]3)[O:9][C:4]=2[CH:3]=1. The catalyst class is: 230. (6) Reactant: [Cl:1][C:2]1[CH:3]=[C:4]([CH:16]=[CH:17][CH:18]=1)[O:5][CH2:6][C:7](=[O:15])[CH2:8]P(=O)(OC)OC.[Li+].[Cl-].CCN([CH2:26][CH3:27])CC.[NH4+].[Cl-].[C:30]([O:33][CH2:34][CH3:35])(=[O:32])[CH3:31]. Product: [C:30]([O:33][C@@H:34]1[CH2:35][C@@H:34]2[O:33][C:30](=[O:32])[CH2:31][C@@H:35]2[C@H:26]1/[CH:27]=[CH:8]/[C:7](=[O:15])[CH2:6][O:5][C:4]1[CH:16]=[CH:17][CH:18]=[C:2]([Cl:1])[CH:3]=1)(=[O:32])[C:31]1[CH:4]=[CH:3][CH:2]=[CH:18][CH:17]=1. The catalyst class is: 168. (7) Reactant: [CH:1]1([C:4]2[NH:5][C:6]([C:25]3[CH:30]=[CH:29][C:28]([F:31])=[CH:27][C:26]=3[F:32])=[C:7]([C:9]3[N:14]=[C:13]4[O:15][C:16]([NH:18][C@@H:19]([CH3:24])[CH2:20][CH2:21][O:22][CH3:23])=[N:17][C:12]4=[CH:11][CH:10]=3)[N:8]=2)[CH2:3][CH2:2]1.[CH3:33][S:34]([OH:37])(=[O:36])=[O:35]. Product: [CH3:33][S:34]([OH:37])(=[O:36])=[O:35].[CH:1]1([C:4]2[NH:5][C:6]([C:25]3[CH:30]=[CH:29][C:28]([F:31])=[CH:27][C:26]=3[F:32])=[C:7]([C:9]3[N:14]=[C:13]4[O:15][C:16]([NH:18][C@@H:19]([CH3:24])[CH2:20][CH2:21][O:22][CH3:23])=[N:17][C:12]4=[CH:11][CH:10]=3)[N:8]=2)[CH2:3][CH2:2]1. The catalyst class is: 98. (8) Product: [OH:16][NH:15][C:13]([CH:8]1[CH2:7][CH2:6][C:5]2[C:10](=[CH:11][CH:12]=[C:3]([O:2][CH3:1])[CH:4]=2)[CH2:9]1)=[O:14]. The catalyst class is: 30. Reactant: [CH3:1][O:2][C:3]1[CH:4]=[C:5]2[C:10](=[CH:11][CH:12]=1)[CH2:9][CH:8]([C:13]([NH:15][O:16]C1CCCCO1)=[O:14])[CH2:7][CH2:6]2.O.C1(C)C=CC(S(O)(=O)=O)=CC=1.C(=O)([O-])[O-]. (9) Reactant: [OH:1][CH2:2][CH2:3][CH:4]([C:11]1[CH:19]=[CH:18][CH:17]=[C:16]2[C:12]=1[C:13]([C:20]#[N:21])=[CH:14][NH:15]2)[C:5]1[CH:10]=[CH:9][CH:8]=[CH:7][CH:6]=1.[CH3:22][S:23](Cl)(=[O:25])=[O:24]. Product: [C:20]([C:13]1[C:12]2[C:16](=[CH:17][CH:18]=[CH:19][C:11]=2[CH:4]([C:5]2[CH:6]=[CH:7][CH:8]=[CH:9][CH:10]=2)[CH2:3][CH2:2][O:1][S:23]([CH3:22])(=[O:25])=[O:24])[NH:15][CH:14]=1)#[N:21]. The catalyst class is: 76.